The task is: Predict the reactants needed to synthesize the given product.. This data is from Full USPTO retrosynthesis dataset with 1.9M reactions from patents (1976-2016). (1) Given the product [Br:1][C:2]1[C:3]([F:12])=[C:4]2[C:10]([NH:11][C:16](=[O:17])[C@@H:15]([O:14][CH3:13])[CH3:19])=[CH:9][NH:8][C:5]2=[N:6][CH:7]=1, predict the reactants needed to synthesize it. The reactants are: [Br:1][C:2]1[C:3]([F:12])=[C:4]2[C:10]([NH2:11])=[CH:9][NH:8][C:5]2=[N:6][CH:7]=1.[CH3:13][O:14][C@@H:15]([CH3:19])[C:16](N)=[O:17].C1N(P(Cl)(N2C(=O)OCC2)=O)C(=O)OC1.C(N(CC)CC)C. (2) The reactants are: CC1(C)COB([C:8]2[CH:9]=[C:10]([C:14]3[N:18]4[N:19]=[CH:20][C:21]([C:23]([F:26])([F:25])[F:24])=[N:22][C:17]4=[N:16][CH:15]=3)[CH:11]=[CH:12][CH:13]=2)OC1.Br[C:29]1[CH:34]=[CH:33][C:32]([F:35])=[CH:31][N:30]=1.C([O-])([O-])=O.[Na+].[Na+]. Given the product [F:35][C:32]1[CH:33]=[CH:34][C:29]([C:8]2[CH:9]=[C:10]([C:14]3[N:18]4[N:19]=[CH:20][C:21]([C:23]([F:24])([F:26])[F:25])=[N:22][C:17]4=[N:16][CH:15]=3)[CH:11]=[CH:12][CH:13]=2)=[N:30][CH:31]=1, predict the reactants needed to synthesize it. (3) The reactants are: [CH:1]([C:4]1[CH:9]=[CH:8][C:7]([OH:10])=[CH:6][CH:5]=1)([CH3:3])[CH3:2].[I:11]N1C(=O)CCC1=O.CC1C=CC(S(O)(=O)=O)=CC=1. Given the product [I:11][C:6]1[CH:5]=[C:4]([CH:1]([CH3:3])[CH3:2])[CH:9]=[CH:8][C:7]=1[OH:10], predict the reactants needed to synthesize it. (4) Given the product [F:24][C:25]1[CH:30]=[C:29]([S:31]([CH3:34])(=[O:33])=[O:32])[CH:28]=[CH:27][C:26]=1[C:2]1[CH:23]=[CH:22][C:5]2[NH:6][C:7]([CH:9]3[CH2:10][CH2:11][N:12]([C:15]([O:17][C:18]([CH3:20])([CH3:21])[CH3:19])=[O:16])[CH2:13][CH2:14]3)=[N:8][C:4]=2[CH:3]=1, predict the reactants needed to synthesize it. The reactants are: Br[C:2]1[CH:23]=[CH:22][C:5]2[NH:6][C:7]([CH:9]3[CH2:14][CH2:13][N:12]([C:15]([O:17][C:18]([CH3:21])([CH3:20])[CH3:19])=[O:16])[CH2:11][CH2:10]3)=[N:8][C:4]=2[CH:3]=1.[F:24][C:25]1[CH:30]=[C:29]([S:31]([CH3:34])(=[O:33])=[O:32])[CH:28]=[CH:27][C:26]=1B1OC(C)(C)C(C)(C)O1. (5) Given the product [CH3:21][N:2]([CH3:1])[C:3]([C:5]1[C:15]([CH2:16][CH2:28][C:27](=[O:35])[C:23]2[S:22][CH:26]=[CH:25][CH:24]=2)=[C:14]([OH:20])[C:8]2[N:9]=[C:10]([CH3:13])[N:11]([CH3:12])[C:7]=2[CH:6]=1)=[O:4], predict the reactants needed to synthesize it. The reactants are: [CH3:1][N:2]([CH3:21])[C:3]([C:5]1[C:15]([CH2:16]N(C)C)=[C:14]([OH:20])[C:8]2[N:9]=[C:10]([CH3:13])[N:11]([CH3:12])[C:7]=2[CH:6]=1)=[O:4].[S:22]1[CH:26]=[CH:25][CH:24]=[C:23]1[C:27](N1CCCC1)=[CH2:28].C[O:35]CCOC. (6) Given the product [CH2:1]([NH:5][C:6]1[N:11]2[N:12]=[C:13]([C:24]3[CH:29]=[CH:28][C:27]([F:30])=[CH:26][CH:25]=3)[C:14]([C:15]3[CH:20]=[CH:19][N:18]=[C:17]([NH:31][CH2:32][CH2:33][CH2:34][OH:35])[N:16]=3)=[C:10]2[CH:9]=[CH:8][CH:7]=1)[CH2:2][CH2:3][CH3:4], predict the reactants needed to synthesize it. The reactants are: [CH2:1]([NH:5][C:6]1[N:11]2[N:12]=[C:13]([C:24]3[CH:29]=[CH:28][C:27]([F:30])=[CH:26][CH:25]=3)[C:14]([C:15]3[CH:20]=[CH:19][N:18]=[C:17](S(C)=O)[N:16]=3)=[C:10]2[CH:9]=[CH:8][CH:7]=1)[CH2:2][CH2:3][CH3:4].[NH2:31][CH2:32][CH2:33][CH2:34][OH:35]. (7) Given the product [CH2:1]([N:5]1[C:13]2[C:8](=[C:9]([C:18]#[N:19])[CH:10]=[C:11]([C:14]([OH:16])=[O:15])[CH:12]=2)[CH:7]=[CH:6]1)[CH2:2][CH2:3][CH3:4], predict the reactants needed to synthesize it. The reactants are: [CH2:1]([N:5]1[C:13]2[C:8](=[C:9]([C:18]#[N:19])[CH:10]=[C:11]([C:14]([O:16]C)=[O:15])[CH:12]=2)[CH:7]=[CH:6]1)[CH2:2][CH2:3][CH3:4].[OH-].[Na+].Cl.